Dataset: Forward reaction prediction with 1.9M reactions from USPTO patents (1976-2016). Task: Predict the product of the given reaction. (1) Given the reactants [Cl:1][C:2]1[CH:7]=[CH:6][C:5]([C:8]2[C:9]([O:31][CH2:32][CH2:33]O)=[C:10]3[CH:24]=[N:23][N:22]([C:25]4[CH:30]=[CH:29][CH:28]=[CH:27][CH:26]=4)[C:11]3=[N:12][C:13]=2[C:14]2[CH:19]=[CH:18][C:17]([Cl:20])=[CH:16][C:15]=2[Cl:21])=[CH:4][CH:3]=1.CS(Cl)(=O)=O.CCN(CC)CC.[NH:47]1[CH2:52][CH2:51][O:50][CH2:49][CH2:48]1, predict the reaction product. The product is: [Cl:1][C:2]1[CH:3]=[CH:4][C:5]([C:8]2[C:9]([O:31][CH2:32][CH2:33][N:47]3[CH2:52][CH2:51][O:50][CH2:49][CH2:48]3)=[C:10]3[CH:24]=[N:23][N:22]([C:25]4[CH:30]=[CH:29][CH:28]=[CH:27][CH:26]=4)[C:11]3=[N:12][C:13]=2[C:14]2[CH:19]=[CH:18][C:17]([Cl:20])=[CH:16][C:15]=2[Cl:21])=[CH:6][CH:7]=1. (2) The product is: [Br:1][C:2]1[CH:7]=[CH:6][C:5]([N:8]2[C:9]3[CH:14]=[CH:13][CH:12]=[CH:11][C:10]=3[N:15]=[C:16]2[C:17]2[CH:22]=[CH:21][CH:20]=[CH:19][CH:18]=2)=[CH:4][CH:3]=1. Given the reactants [Br:1][C:2]1[CH:7]=[CH:6][C:5]([NH:8][C:9]2[CH:14]=[CH:13][CH:12]=[CH:11][C:10]=2[NH:15][C:16](=O)[C:17]2[CH:22]=[CH:21][CH:20]=[CH:19][CH:18]=2)=[CH:4][CH:3]=1.O.C1(C)C=CC(S(O)(=O)=O)=CC=1.C(OCC)(=O)C.C(Cl)Cl, predict the reaction product.